Dataset: Full USPTO retrosynthesis dataset with 1.9M reactions from patents (1976-2016). Task: Predict the reactants needed to synthesize the given product. (1) The reactants are: [N:1]1([CH2:14][CH2:15][CH2:16][CH2:17][CH2:18][C:19]([OH:21])=O)[C:13]2[C:12]3[CH:11]=[CH:10][CH:9]=[CH:8][C:7]=3[N:6]=[CH:5][C:4]=2[N:3]=[CH:2]1.C(Cl)(=O)C(Cl)=O.[NH:28]1[CH2:33][CH2:32][O:31][CH2:30][CH2:29]1. Given the product [N:28]1([C:19](=[O:21])[CH2:18][CH2:17][CH2:16][CH2:15][CH2:14][N:1]2[C:13]3[C:12]4[CH:11]=[CH:10][CH:9]=[CH:8][C:7]=4[N:6]=[CH:5][C:4]=3[N:3]=[CH:2]2)[CH2:33][CH2:32][O:31][CH2:30][CH2:29]1, predict the reactants needed to synthesize it. (2) Given the product [Cl:20][C:17]1[CH:18]=[C:19]2[C:14](=[CH:15][C:16]=1[Cl:21])[N:13]=[CH:12][N:11]=[C:10]2[NH:9][CH2:8][C:7]([N:4]1[CH2:5][CH2:6][C@@H:2]([NH:1][CH:27]2[CH2:28][CH2:29][O:24][CH2:25][CH2:26]2)[C@@H:3]1[CH3:23])=[O:22], predict the reactants needed to synthesize it. The reactants are: [NH2:1][C@@H:2]1[CH2:6][CH2:5][N:4]([C:7](=[O:22])[CH2:8][NH:9][C:10]2[C:19]3[C:14](=[CH:15][C:16]([Cl:21])=[C:17]([Cl:20])[CH:18]=3)[N:13]=[CH:12][N:11]=2)[C@H:3]1[CH3:23].[O:24]1[CH2:29][CH2:28][C:27](=O)[CH2:26][CH2:25]1. (3) Given the product [CH2:1]([C:3]1[CH:8]=[C:7]([N+:9]([O-:11])=[O:10])[C:6]([O:12][CH3:13])=[CH:5][C:4]=1[N:31]1[CH2:30][CH2:29][N:28]([CH2:27][CH2:26][S:23]([CH3:22])(=[O:24])=[O:25])[CH2:33][CH2:32]1)[CH3:2], predict the reactants needed to synthesize it. The reactants are: [CH2:1]([C:3]1[CH:8]=[C:7]([N+:9]([O-:11])=[O:10])[C:6]([O:12][CH3:13])=[CH:5][C:4]=1F)[CH3:2].C(=O)([O-])[O-].[K+].[K+].Cl.[CH3:22][S:23]([CH2:26][CH2:27][N:28]1[CH2:33][CH2:32][NH:31][CH2:30][CH2:29]1)(=[O:25])=[O:24].O. (4) Given the product [CH3:26][N:25]([CH2:27][C:28]1[CH:29]=[CH:30][C:31]([NH:32]/[C:13](=[C:6]2\[C:5](=[O:23])[NH:4][C:12]3[C:11]\2=[CH:10][CH:9]=[CH:8][CH:7]=3)/[C:14]2[CH:15]=[CH:16][C:17]([O:20][CH3:21])=[CH:18][CH:19]=2)=[CH:33][CH:34]=1)[CH3:24], predict the reactants needed to synthesize it. The reactants are: C([N:4]1[C:12]2[C:7](=[CH:8][CH:9]=[CH:10][CH:11]=2)[C:6](=[C:13](Cl)[C:14]2[CH:19]=[CH:18][C:17]([O:20][CH3:21])=[CH:16][CH:15]=2)[C:5]1=[O:23])(=O)C.[CH3:24][N:25]([CH2:27][C:28]1[CH:34]=[CH:33][C:31]([NH2:32])=[CH:30][CH:29]=1)[CH3:26].[OH-].[Na+]. (5) Given the product [F:1][C:2]([F:19])([CH:8]([F:37])[C:9]1[CH:14]=[CH:13][CH:12]=[C:11]([N+:15]([O-:17])=[O:16])[CH:10]=1)[C:3]([O:5][CH2:6][CH3:7])=[O:4], predict the reactants needed to synthesize it. The reactants are: [F:1][C:2]([F:19])([CH:8](O)[C:9]1[CH:14]=[CH:13][CH:12]=[C:11]([N+:15]([O-:17])=[O:16])[CH:10]=1)[C:3]([O:5][CH2:6][CH3:7])=[O:4].C(OCC)(=O)C.O.COCCN(S(F)(F)[F:37])CCOC.